Dataset: Catalyst prediction with 721,799 reactions and 888 catalyst types from USPTO. Task: Predict which catalyst facilitates the given reaction. (1) The catalyst class is: 1. Reactant: [C:1](#[N:3])[CH3:2].[H-].[Na+].[C:6]([C:8]([CH3:14])([CH3:13])[C:9](OC)=[O:10])#[N:7]. Product: [CH3:13][C:8]([CH3:14])([C:9](=[O:10])[CH2:2][C:1]#[N:3])[C:6]#[N:7]. (2) Reactant: [CH3:1][C:2]1[N:7]=[C:6]([CH2:8][CH2:9][CH3:10])[NH:5][C:4](=[O:11])[CH:3]=1.Br[CH2:13][C:14]1[CH:19]=[CH:18][C:17]([C:20]2[C:21]([C:26]#[N:27])=[CH:22][CH:23]=[CH:24][CH:25]=2)=[CH:16][C:15]=1[F:28].C(=O)([O-])[O-].[K+].[K+]. Product: [F:28][C:15]1[CH:16]=[C:17]([C:20]2[C:21]([C:26]#[N:27])=[CH:22][CH:23]=[CH:24][CH:25]=2)[CH:18]=[CH:19][C:14]=1[CH2:13][N:5]1[C:4](=[O:11])[CH:3]=[C:2]([CH3:1])[N:7]=[C:6]1[CH2:8][CH2:9][CH3:10]. The catalyst class is: 10.